This data is from Reaction yield outcomes from USPTO patents with 853,638 reactions. The task is: Predict the reaction yield, written as a fraction of the theoretical maximum amount of product (1.0 means a 100% yield; for example, 0.34 means a 34% yield). (1) The reactants are F[C:2]1[N:10]=[CH:9][CH:8]=[CH:7][C:3]=1[C:4]([OH:6])=O.[CH3:11][CH:12]([CH3:16])[CH2:13][CH2:14][OH:15].C[Si]([N-][Si](C)(C)C)(C)C.[K+].[CH3:27][O:28][C:29]1[CH:30]=[C:31]([CH2:37][CH2:38][NH:39][CH3:40])[CH:32]=[CH:33][C:34]=1[O:35][CH3:36].F[P-](F)(F)(F)(F)F.N1(OC(N(C)C)=[N+](C)C)C2N=CC=CC=2N=N1. The catalyst is CN(C)C=O. The product is [CH3:27][O:28][C:29]1[CH:30]=[C:31]([CH2:37][CH2:38][N:39]([CH3:40])[C:4](=[O:6])[C:3]2[CH:7]=[CH:8][CH:9]=[N:10][C:2]=2[O:15][CH2:14][CH2:13][CH:12]([CH3:16])[CH3:11])[CH:32]=[CH:33][C:34]=1[O:35][CH3:36]. The yield is 0.00650. (2) The reactants are [F:1][C:2]([F:26])([F:25])[C:3]1[CH:8]=[CH:7][C:6]([S:9]([N:12]2[CH2:17][CH2:16][O:15][C:14]3[N:18]=[CH:19][C:20]([C:22](Cl)=[O:23])=[CH:21][C:13]2=3)(=[O:11])=[O:10])=[CH:5][CH:4]=1.[NH2:27][CH2:28][C:29]([C:31]1[CH:36]=[CH:35][CH:34]=[CH:33][CH:32]=1)=[O:30].CCN(C(C)C)C(C)C. The catalyst is C1COCC1.CCOC(C)=O. The product is [O:30]=[C:29]([C:31]1[CH:36]=[CH:35][CH:34]=[CH:33][CH:32]=1)[CH2:28][NH:27][C:22]([C:20]1[CH:19]=[N:18][C:14]2[O:15][CH2:16][CH2:17][N:12]([S:9]([C:6]3[CH:7]=[CH:8][C:3]([C:2]([F:26])([F:25])[F:1])=[CH:4][CH:5]=3)(=[O:11])=[O:10])[C:13]=2[CH:21]=1)=[O:23]. The yield is 0.930. (3) The reactants are [Cl:1][C:2]1[CH:7]=[CH:6][C:5]([S:8]([C@H:11]2[CH2:15][NH:14][C@H:13]([C:16]([NH:18][C:19]3([C:22]#[N:23])[CH2:21][CH2:20]3)=[O:17])[CH2:12]2)(=[O:10])=[O:9])=[CH:4][CH:3]=1.Cl.[N:25]1([C:31]2([C:34](O)=[O:35])[CH2:33][CH2:32]2)[CH2:30][CH2:29][CH2:28][CH2:27][CH2:26]1. No catalyst specified. The product is [Cl:1][C:2]1[CH:7]=[CH:6][C:5]([S:8]([C@H:11]2[CH2:15][N:14]([C:34]([C:31]3([N:25]4[CH2:30][CH2:29][CH2:28][CH2:27][CH2:26]4)[CH2:32][CH2:33]3)=[O:35])[C@H:13]([C:16]([NH:18][C:19]3([C:22]#[N:23])[CH2:21][CH2:20]3)=[O:17])[CH2:12]2)(=[O:9])=[O:10])=[CH:4][CH:3]=1. The yield is 0.460. (4) The reactants are C[O:2][C:3](=O)[CH2:4][NH:5][C:6](=[O:37])[C:7]1[CH:12]=[C:11]([Cl:13])[C:10]([O:14][C:15]2[CH:20]=[CH:19][N:18]=[CH:17][C:16]=2[C:21]([N:23]2[C:32]3[C:27](=[CH:28][CH:29]=[CH:30][CH:31]=3)[N:26]([CH:33]3[CH2:35][CH2:34]3)[CH2:25][CH2:24]2)=[O:22])=[CH:9][C:8]=1[Cl:36].NCCO. No catalyst specified. The product is [Cl:36][C:8]1[CH:9]=[C:10]([O:14][C:15]2[CH:20]=[CH:19][N:18]=[CH:17][C:16]=2[C:21]([N:23]2[C:32]3[C:27](=[CH:28][CH:29]=[CH:30][CH:31]=3)[N:26]([CH:33]3[CH2:35][CH2:34]3)[CH2:25][CH2:24]2)=[O:22])[C:11]([Cl:13])=[CH:12][C:7]=1[C:6]([NH:5][CH2:4][CH2:3][OH:2])=[O:37]. The yield is 0.600. (5) The reactants are [NH2:1][C:2]1[C:11]2[C:6](=[C:7](Br)[CH:8]=[CH:9][CH:10]=2)[N:5]=[N:4][C:3]=1[C:13]([NH:15][CH2:16][CH2:17][CH3:18])=[O:14].[Cl:19][C:20]1[CH:25]=[CH:24][C:23]([Cl:26])=[CH:22][C:21]=1B(O)O. No catalyst specified. The product is [NH2:1][C:2]1[C:11]2[C:6](=[C:7]([C:24]3[CH:25]=[C:20]([Cl:19])[CH:21]=[CH:22][C:23]=3[Cl:26])[CH:8]=[CH:9][CH:10]=2)[N:5]=[N:4][C:3]=1[C:13]([NH:15][CH2:16][CH2:17][CH3:18])=[O:14]. The yield is 0.470. (6) The reactants are [OH:1][CH:2]([C:11]1[CH:16]=[CH:15][C:14]([CH2:17][O:18][Si:19]([CH:26]([CH3:28])[CH3:27])([CH:23]([CH3:25])[CH3:24])[CH:20]([CH3:22])[CH3:21])=[CH:13][CH:12]=1)[C:3]1[CH:4]=[C:5]([CH:8]=[CH:9][CH:10]=1)[C:6]#[N:7].[O:29]1[CH:34]=[CH:33][CH2:32][CH2:31][CH2:30]1.ClCCl.C1(C)C=CC(S([O-])(=O)=O)=CC=1.[NH+]1C=CC=CC=1. The catalyst is C(=O)([O-])O.[Na+]. The product is [O:29]1[CH2:34][CH2:33][CH2:32][CH2:31][CH:30]1[O:1][CH:2]([C:11]1[CH:16]=[CH:15][C:14]([CH2:17][O:18][Si:19]([CH:23]([CH3:25])[CH3:24])([CH:26]([CH3:28])[CH3:27])[CH:20]([CH3:21])[CH3:22])=[CH:13][CH:12]=1)[C:3]1[CH:4]=[C:5]([CH:8]=[CH:9][CH:10]=1)[C:6]#[N:7]. The yield is 1.00. (7) The reactants are [OH:1][C:2]1[CH:7]=[CH:6][C:5]([C:8]2[CH:9]=[CH:10][C:11]([CH:17]=O)=[C:12]3[C:16]=2[S:15][CH:14]=[CH:13]3)=[CH:4][CH:3]=1.Cl.[NH2:20][OH:21].N1C=CC=CC=1. The catalyst is CO.CCOCC. The product is [OH:1][C:2]1[CH:7]=[CH:6][C:5]([C:8]2[CH:9]=[CH:10][C:11]([CH:17]=[N:20][OH:21])=[C:12]3[C:16]=2[S:15][CH:14]=[CH:13]3)=[CH:4][CH:3]=1. The yield is 0.920. (8) The reactants are [CH3:1][C:2]1[O:6][N:5]=[C:4]([C:7]2[CH:12]=[CH:11][CH:10]=[CH:9][CH:8]=2)[C:3]=1[CH2:13][O:14][C:15]1[CH:23]=[C:22]([C:24]([F:27])([F:26])[F:25])[C:18]([C:19](O)=[O:20])=[CH:17][N:16]=1.[NH2:28][CH:29]1[CH2:34][CH2:33][O:32][CH2:31][CH2:30]1. No catalyst specified. The product is [CH3:1][C:2]1[O:6][N:5]=[C:4]([C:7]2[CH:12]=[CH:11][CH:10]=[CH:9][CH:8]=2)[C:3]=1[CH2:13][O:14][C:15]1[CH:23]=[C:22]([C:24]([F:27])([F:25])[F:26])[C:18]([C:19]([NH:28][CH:29]2[CH2:34][CH2:33][O:32][CH2:31][CH2:30]2)=[O:20])=[CH:17][N:16]=1. The yield is 0.450. (9) The reactants are [NH2:1][C:2]1[CH:7]=[CH:6][C:5]([OH:8])=[CH:4][CH:3]=1.CC(C)([O-])C.[K+].Cl[C:16]1[CH:21]=[CH:20][N:19]=[C:18]([C:22]([NH:24][CH3:25])=[O:23])[CH:17]=1.C([O-])([O-])=O.[K+].[K+]. The catalyst is CN(C=O)C. The yield is 0.840. The product is [CH3:25][NH:24][C:22]([C:18]1[CH:17]=[C:16]([O:8][C:5]2[CH:6]=[CH:7][C:2]([NH2:1])=[CH:3][CH:4]=2)[CH:21]=[CH:20][N:19]=1)=[O:23]. (10) The reactants are [C:1]1([C:17]2[CH:22]=[CH:21][CH:20]=[CH:19][CH:18]=2)[CH:6]=[CH:5][C:4]([CH:7]([NH:15][CH3:16])[CH2:8][N:9]2[CH2:14][CH2:13][O:12][CH2:11][CH2:10]2)=[CH:3][CH:2]=1.[CH3:23][C:24]1[CH:25]=[C:26]2[C:31](=[CH:32][C:33]=1[CH3:34])[N:30]([CH2:35][C:36]([OH:38])=O)[C:29](=[O:39])[CH:28]=[N:27]2.C(N(C(C)C)CC)(C)C. The catalyst is CN(C)C=O. The product is [C:1]1([C:17]2[CH:22]=[CH:21][CH:20]=[CH:19][CH:18]=2)[CH:2]=[CH:3][C:4]([CH:7]([N:15]([CH3:16])[C:36](=[O:38])[CH2:35][N:30]2[C:31]3[C:26](=[CH:25][C:24]([CH3:23])=[C:33]([CH3:34])[CH:32]=3)[N:27]=[CH:28][C:29]2=[O:39])[CH2:8][N:9]2[CH2:10][CH2:11][O:12][CH2:13][CH2:14]2)=[CH:5][CH:6]=1. The yield is 0.140.